Dataset: Catalyst prediction with 721,799 reactions and 888 catalyst types from USPTO. Task: Predict which catalyst facilitates the given reaction. (1) Reactant: [NH:1]1[C:9]2[C:4](=[CH:5][CH:6]=[CH:7][CH:8]=2)[C:3]([CH2:10][CH2:11][NH2:12])=[CH:2]1.C(N(CC)CC)C.[C:20](Cl)(Cl)=[S:21].[CH3:24][N:25]([CH3:39])[C:26]1([C:33]2[CH:38]=[CH:37][CH:36]=[CH:35][CH:34]=2)[CH2:31][CH2:30][CH:29]([NH2:32])[CH2:28][CH2:27]1. Product: [CH3:24][N:25]([CH3:39])[C:26]1([C:33]2[CH:38]=[CH:37][CH:36]=[CH:35][CH:34]=2)[CH2:31][CH2:30][CH:29]([NH:32][C:20]([NH:12][CH2:11][CH2:10][C:3]2[C:4]3[C:9](=[CH:8][CH:7]=[CH:6][CH:5]=3)[NH:1][CH:2]=2)=[S:21])[CH2:28][CH2:27]1. The catalyst class is: 22. (2) Reactant: ClC1C=CC=C(C(OO)=[O:9])C=1.[I:12][C:13]1[CH:14]=[N:15][CH:16]=[CH:17][C:18]=1[O:19][CH2:20][CH2:21][C:22]1[CH:26]=[CH:25][S:24][CH:23]=1.C(=O)([O-])[O-].[Na+].[Na+]. Product: [I:12][C:13]1[CH:14]=[N+:15]([O-:9])[CH:16]=[CH:17][C:18]=1[O:19][CH2:20][CH2:21][C:22]1[CH:26]=[CH:25][S:24][CH:23]=1. The catalyst class is: 2. (3) Product: [Br:1][C:2]1[CH:3]=[CH:4][C:5]([CH2:8][N:9]([CH2:10][C:11]([O:13][CH2:14][CH3:15])=[O:12])[C:18]([NH2:19])=[O:17])=[N:6][CH:7]=1. Reactant: [Br:1][C:2]1[CH:3]=[CH:4][C:5]([CH2:8][NH:9][CH2:10][C:11]([O:13][CH2:14][CH3:15])=[O:12])=[N:6][CH:7]=1.O.[O-:17][C:18]#[N:19].[K+].C(O)(=O)C. The catalyst class is: 12. (4) Reactant: [C:1]([O:5][C:6](=[O:16])[NH:7][CH2:8][CH2:9][NH:10][C:11]([C:14]#[N:15])([CH3:13])[CH3:12])([CH3:4])([CH3:3])[CH3:2].[H-].[H-].[H-].[H-].[Li+].[Al+3].C[CH2:24][O:25]CC.CCN(C(C)C)C(C)C.ClC(OC1C=CC([N+]([O-])=O)=CC=1)=O. Product: [C:1]([O:5][C:6](=[O:16])[NH:7][CH2:8][CH2:9][N:10]1[C:11]([CH3:13])([CH3:12])[CH2:14][NH:15][C:24]1=[O:25])([CH3:4])([CH3:2])[CH3:3]. The catalyst class is: 1. (5) Reactant: [O:1]=[C:2]([N:9]1[CH2:14][CH2:13][O:12][CH2:11][CH2:10]1)[CH2:3][CH2:4][CH2:5][C:6]([OH:8])=O.[CH3:15][O:16][C:17]1[CH:32]=[CH:31][C:20]([C:21]([NH:23][C:24]2[C:25]([NH2:30])=[CH:26][CH:27]=[CH:28][CH:29]=2)=[O:22])=[CH:19][CH:18]=1. Product: [CH3:15][O:16][C:17]1[CH:18]=[CH:19][C:20]([C:21]([NH:23][C:24]2[C:25]([NH:30][C:6](=[O:8])[CH2:5][CH2:4][CH2:3][C:2](=[O:1])[N:9]3[CH2:14][CH2:13][O:12][CH2:11][CH2:10]3)=[CH:26][CH:27]=[CH:28][CH:29]=2)=[O:22])=[CH:31][CH:32]=1. The catalyst class is: 2.